This data is from Forward reaction prediction with 1.9M reactions from USPTO patents (1976-2016). The task is: Predict the product of the given reaction. Given the reactants [CH2:1]([O:3][C:4]1[CH:9]=[C:8](I)[CH:7]=[CH:6][C:5]=1[O:11][CH:12]([CH3:14])[CH3:13])[CH3:2].[Li]CCCC.[B:20](OC(C)C)([O:25]C(C)C)[O:21]C(C)C, predict the reaction product. The product is: [CH2:1]([O:3][C:4]1[CH:9]=[C:8]([B:20]([OH:25])[OH:21])[CH:7]=[CH:6][C:5]=1[O:11][CH:12]([CH3:14])[CH3:13])[CH3:2].